From a dataset of Forward reaction prediction with 1.9M reactions from USPTO patents (1976-2016). Predict the product of the given reaction. Given the reactants [CH:1]1([N:5]2[CH2:11][CH2:10][C:9]3[CH:12]=[C:13]([OH:16])[CH:14]=[CH:15][C:8]=3[CH2:7][CH2:6]2)[CH2:4][CH2:3][CH2:2]1.[F:17][C:18]1[CH:23]=[CH:22][CH:21]=[CH:20][C:19]=1I, predict the reaction product. The product is: [CH:1]1([N:5]2[CH2:6][CH2:7][C:8]3[CH:15]=[CH:14][C:13]([O:16][C:19]4[CH:20]=[CH:21][CH:22]=[CH:23][C:18]=4[F:17])=[CH:12][C:9]=3[CH2:10][CH2:11]2)[CH2:4][CH2:3][CH2:2]1.